From a dataset of Reaction yield outcomes from USPTO patents with 853,638 reactions. Predict the reaction yield, written as a fraction of the theoretical maximum amount of product (1.0 means a 100% yield; for example, 0.34 means a 34% yield). (1) The reactants are [O:1]=[C:2]1[CH2:6][S:5][C:4](=[S:7])[N:3]1[NH:8][C:9]1[CH:17]=[CH:16][CH:15]=[CH:14][C:10]=1[C:11]([OH:13])=[O:12].[C:18]([C:22]1[CH:27]=[CH:26][C:25]([C:28]2[O:32][C:31]([CH:33]=O)=[CH:30][CH:29]=2)=[CH:24][CH:23]=1)([CH3:21])([CH3:20])[CH3:19].C(O)(=O)C.C(O)(=O)C.C(N)CN.S([O-])(O)=O.[Na+]. The catalyst is CO. The product is [C:18]([C:22]1[CH:27]=[CH:26][C:25]([C:28]2[O:32][C:31](/[CH:33]=[C:6]3\[C:2](=[O:1])[N:3]([NH:8][C:9]4[CH:17]=[CH:16][CH:15]=[CH:14][C:10]=4[C:11]([OH:13])=[O:12])[C:4](=[S:7])[S:5]\3)=[CH:30][CH:29]=2)=[CH:24][CH:23]=1)([CH3:21])([CH3:20])[CH3:19]. The yield is 0.870. (2) The reactants are C(N(CC)C(C)C)(C)C.Cl[C:11]1[C:16]([C:17]([O:19][CH2:20][CH3:21])=[O:18])=[CH:15][N:14]=[C:13]([Cl:22])[CH:12]=1.C(O)(=O)C.[O:27]1[CH2:32][CH2:31][CH:30]([NH2:33])[CH2:29][CH2:28]1. The catalyst is C(#N)C. The product is [Cl:22][C:13]1[CH:12]=[C:11]([NH:33][CH:30]2[CH2:31][CH2:32][O:27][CH2:28][CH2:29]2)[C:16]([C:17]([O:19][CH2:20][CH3:21])=[O:18])=[CH:15][N:14]=1. The yield is 0.780. (3) The reactants are [CH2:1]([O:8][C:9]1[C:10](Br)=[CH:11][CH:12]=[C:13]2[C:18]=1[N:17]=[C:16]([C:19]([OH:21])=[O:20])[CH:15]=[CH:14]2)[C:2]1[CH:7]=[CH:6][CH:5]=[CH:4][CH:3]=1.O[C:24]1[CH:25]=[CH:26][CH:27]=[C:28]2[C:33]=1N=C(C(O)=O)C=[CH:29]2. No catalyst specified. The product is [CH2:1]([O:8][C:9]1[CH:10]=[CH:11][CH:12]=[C:13]2[C:18]=1[N:17]=[C:16]([C:19]([O:21][CH2:29][C:28]1[CH:33]=[CH:24][CH:25]=[CH:26][CH:27]=1)=[O:20])[CH:15]=[CH:14]2)[C:2]1[CH:7]=[CH:6][CH:5]=[CH:4][CH:3]=1. The yield is 0.780. (4) The reactants are C[O:2][C:3]([CH:5]([O:10][C:11]1[CH:20]=[CH:19][CH:18]=[CH:17][C:12]=1[C:13]([O:15]C)=[O:14])[CH2:6][CH2:7][CH2:8][CH3:9])=[O:4].[OH-].[Na+]. The catalyst is CO.O. The product is [C:3]([CH:5]([O:10][C:11]1[CH:20]=[CH:19][CH:18]=[CH:17][C:12]=1[C:13]([OH:15])=[O:14])[CH2:6][CH2:7][CH2:8][CH3:9])([OH:4])=[O:2]. The yield is 0.870. (5) No catalyst specified. The yield is 0.770. The product is [ClH:19].[CH2:15]1[C:11]2([CH2:17][CH2:18][NH:8][CH2:9][CH2:10]2)[CH:12]([OH:16])[CH2:13][O:14]1. The reactants are CC(OC([N:8]1[CH2:18][CH2:17][C:11]2([CH2:15][O:14][CH2:13][CH:12]2[OH:16])[CH2:10][CH2:9]1)=O)(C)C.[ClH:19]. (6) The reactants are [Cl:1][C:2]1[CH:7]=[C:6]([Cl:8])[CH:5]=[CH:4][C:3]=1[C:9]1[N:10]([C:24]2[CH:29]=[CH:28][C:27]([OH:30])=[CH:26][CH:25]=2)[C:11]([CH3:23])=[C:12]([C:14]([NH:16][N:17]2[CH2:22][CH2:21][CH2:20][CH2:19][CH2:18]2)=[O:15])[N:13]=1.[F:31][CH2:32][CH2:33][CH2:34][S:35](Cl)(=[O:37])=[O:36]. The catalyst is C(Cl)Cl. The product is [F:31][CH2:32][CH2:33][CH2:34][S:35]([O:30][C:27]1[CH:26]=[CH:25][C:24]([N:10]2[C:11]([CH3:23])=[C:12]([C:14]([NH:16][N:17]3[CH2:22][CH2:21][CH2:20][CH2:19][CH2:18]3)=[O:15])[N:13]=[C:9]2[C:3]2[CH:4]=[CH:5][C:6]([Cl:8])=[CH:7][C:2]=2[Cl:1])=[CH:29][CH:28]=1)(=[O:37])=[O:36]. The yield is 0.630. (7) The reactants are [H-].[Na+].C(OP([CH2:11][C:12]([O:14][CH2:15][CH3:16])=[O:13])(OCC)=O)C.[N:17]1([C:25]([CH2:27][N:28]2[C:34]3[C:35]([CH3:39])=[CH:36][CH:37]=[CH:38][C:33]=3[C:32]([CH:40]=O)=[N:31][CH:30]([NH:42][C:43]([NH:45][C:46]3[CH:51]=[CH:50][CH:49]=[C:48]([CH3:52])[CH:47]=3)=[O:44])[C:29]2=[O:53])=[O:26])[CH2:24][CH2:23][CH2:22][CH2:21][CH2:20][CH2:19][CH2:18]1.Cl. The catalyst is O1CCCC1.C(OCC)(=O)C.C1(C)C=CC=CC=1. The product is [N:17]1([C:25]([CH2:27][N:28]2[C:34]3[C:35]([CH3:39])=[CH:36][CH:37]=[CH:38][C:33]=3[C:32]([CH:40]=[CH:11][C:12]([O:14][CH2:15][CH3:16])=[O:13])=[N:31][CH:30]([NH:42][C:43]([NH:45][C:46]3[CH:51]=[CH:50][CH:49]=[C:48]([CH3:52])[CH:47]=3)=[O:44])[C:29]2=[O:53])=[O:26])[CH2:24][CH2:23][CH2:22][CH2:21][CH2:20][CH2:19][CH2:18]1. The yield is 0.778. (8) The reactants are [NH2:1][C:2]1[CH:7]=[CH:6][CH:5]=[CH:4][C:3]=1[NH:8][C:9](=O)[C:10]1[CH:15]=[CH:14][C:13]([C:16]2[CH:17]=[CH:18][C:19]3[O:25][CH2:24][CH2:23][N:22]([C:26](=[O:40])[C:27]4[CH:32]=[CH:31][C:30]([S:33]([CH3:36])(=[O:35])=[O:34])=[C:29]([F:37])[C:28]=4[CH2:38][CH3:39])[CH2:21][C:20]=3[CH:41]=2)=[CH:12][CH:11]=1. The catalyst is C(O)(=O)C. The product is [NH:1]1[C:2]2[CH:7]=[CH:6][CH:5]=[CH:4][C:3]=2[N:8]=[C:9]1[C:10]1[CH:15]=[CH:14][C:13]([C:16]2[CH:17]=[CH:18][C:19]3[O:25][CH2:24][CH2:23][N:22]([C:26]([C:27]4[CH:32]=[CH:31][C:30]([S:33]([CH3:36])(=[O:34])=[O:35])=[C:29]([F:37])[C:28]=4[CH2:38][CH3:39])=[O:40])[CH2:21][C:20]=3[CH:41]=2)=[CH:12][CH:11]=1. The yield is 0.600. (9) The reactants are [CH3:1][O:2][C:3]1[CH:8]=[CH:7][CH:6]=[CH:5][C:4]=1[CH2:9][C:10]([O:12][CH3:13])=[O:11].C1COCC1.C([N-]C(C)C)(C)C.[Li+].[CH2:27](Br)[C:28]1[CH:33]=[CH:32][CH:31]=[CH:30][CH:29]=1. The catalyst is CCCCCCC.C1COCC1. The product is [CH3:1][O:2][C:3]1[CH:8]=[CH:7][CH:6]=[CH:5][C:4]=1[CH:9]([CH2:27][C:28]1[CH:33]=[CH:32][CH:31]=[CH:30][CH:29]=1)[C:10]([O:12][CH3:13])=[O:11]. The yield is 0.350. (10) The reactants are COC(OC)[N:4]([CH3:6])C.[Cl:9][C:10]1[CH:15]=[CH:14][C:13]([S:16]([N:19]2[C:28]3[C:23](=[CH:24][C:25]([F:29])=[CH:26][CH:27]=3)[C:22](=O)[CH2:21][CH2:20]2)(=[O:18])=[O:17])=[CH:12][CH:11]=1.O.[NH2:32]N. The catalyst is CC(O)=O. The product is [Cl:9][C:10]1[CH:15]=[CH:14][C:13]([S:16]([N:19]2[C:28]3[CH:27]=[CH:26][C:25]([F:29])=[CH:24][C:23]=3[C:22]3[NH:32][N:4]=[CH:6][C:21]=3[CH2:20]2)(=[O:18])=[O:17])=[CH:12][CH:11]=1. The yield is 0.890.